Dataset: Reaction yield outcomes from USPTO patents with 853,638 reactions. Task: Predict the reaction yield, written as a fraction of the theoretical maximum amount of product (1.0 means a 100% yield; for example, 0.34 means a 34% yield). (1) The reactants are [CH:1]1([C:4]2[CH:12]=[C:11]3[C:7]([CH:8]=[CH:9][N:10]3[C:13]([O:15][C:16]([CH3:19])([CH3:18])[CH3:17])=[O:14])=[CH:6][CH:5]=2)[CH2:3][CH2:2]1.C([O:23][B:24](OC(C)C)[O:25]C(C)C)(C)C.[Li+].CC([N-]C(C)C)C. The catalyst is C1COCC1. The product is [C:16]([O:15][C:13]([N:10]1[C:11]2[C:7](=[CH:6][CH:5]=[C:4]([CH:1]3[CH2:2][CH2:3]3)[CH:12]=2)[CH:8]=[C:9]1[B:24]([OH:25])[OH:23])=[O:14])([CH3:19])([CH3:18])[CH3:17]. The yield is 0.880. (2) The reactants are [N:1]1[C:10]2[C:5](=[CH:6][CH:7]=[CH:8][C:9]=2[OH:11])[CH:4]=[CH:3][C:2]=1O.O=P(Cl)(Cl)[Cl:15]. No catalyst specified. The product is [Cl:15][C:2]1[CH:3]=[CH:4][C:5]2[C:10](=[C:9]([OH:11])[CH:8]=[CH:7][CH:6]=2)[N:1]=1. The yield is 0.700. (3) The reactants are [OH:1][C:2]1[C:10]([Cl:11])=[CH:9][C:5]([C:6]([OH:8])=[O:7])=[CH:4][C:3]=1[Cl:12].C([O-])([O-])=O.[K+].[K+].[CH:19]1[CH:24]=[CH:23][C:22]([CH2:25]Br)=[CH:21][CH:20]=1.Cl. The catalyst is CN(C=O)C.O. The product is [CH2:25]([O:1][C:2]1[C:3]([Cl:12])=[CH:4][C:5]([C:6]([OH:8])=[O:7])=[CH:9][C:10]=1[Cl:11])[C:22]1[CH:23]=[CH:24][CH:19]=[CH:20][CH:21]=1. The yield is 0.740. (4) The reactants are Cl[C:2]1[CH:3]=[CH:4][N:5]2[C:10]([C:11]=1[CH3:12])=[C:9]([CH:13]1[CH2:15][CH2:14]1)[CH:8]=[C:7]([C:16]([O:18][CH3:19])=[O:17])[C:6]2=[O:20].[NH:21]1[C:29]2[C:24](=[CH:25][C:26](B(O)O)=[CH:27][CH:28]=2)[CH:23]=[CH:22]1. No catalyst specified. The product is [CH:13]1([C:9]2[CH:8]=[C:7]([C:16]([O:18][CH3:19])=[O:17])[C:6](=[O:20])[N:5]3[C:10]=2[C:11]([CH3:12])=[C:2]([C:26]2[CH:25]=[C:24]4[C:29](=[CH:28][CH:27]=2)[NH:21][CH:22]=[CH:23]4)[CH:3]=[CH:4]3)[CH2:15][CH2:14]1. The yield is 0.470.